This data is from Full USPTO retrosynthesis dataset with 1.9M reactions from patents (1976-2016). The task is: Predict the reactants needed to synthesize the given product. (1) Given the product [Cl:35][C:20]1[CH:21]=[C:22]([CH:33]=[CH:34][C:19]=1[NH:18][C:2]1[N:12]=[C:11]2[C:5](=[CH:4][N:3]=1)[N:6]([CH3:17])[C:7](=[O:16])[CH2:8][CH2:9][N:10]2[CH:13]([CH3:15])[CH3:14])[C:23]([NH:25][CH:26]1[CH2:27][CH2:28][N:29]([CH3:32])[CH2:30][CH2:31]1)=[O:24], predict the reactants needed to synthesize it. The reactants are: Cl[C:2]1[N:12]=[C:11]2[C:5]([N:6]([CH3:17])[C:7](=[O:16])[CH2:8][CH2:9][N:10]2[CH:13]([CH3:15])[CH3:14])=[CH:4][N:3]=1.[NH2:18][C:19]1[CH:34]=[CH:33][C:22]([C:23]([NH:25][CH:26]2[CH2:31][CH2:30][N:29]([CH3:32])[CH2:28][CH2:27]2)=[O:24])=[CH:21][C:20]=1[Cl:35].O.C1(C)C=CC(S(O)(=O)=O)=CC=1. (2) Given the product [F:1][C:2]1[CH:3]=[CH:4][C:5]2[N:6]([C:8]([C:11]3[N:16]=[C:15]([NH:17][C@@H:18]4[CH2:23][CH2:22][CH2:21][NH:20][CH2:19]4)[CH:14]=[C:13]([O:31][CH3:32])[N:12]=3)=[CH:9][N:10]=2)[CH:7]=1, predict the reactants needed to synthesize it. The reactants are: [F:1][C:2]1[CH:3]=[CH:4][C:5]2[N:6]([C:8]([C:11]3[N:16]=[C:15]([NH:17][C@@H:18]4[CH2:23][CH2:22][CH2:21][N:20](C(OC(C)(C)C)=O)[CH2:19]4)[CH:14]=[C:13]([O:31][CH3:32])[N:12]=3)=[CH:9][N:10]=2)[CH:7]=1.FC(F)(F)C(O)=O. (3) The reactants are: Cl[C:2]1[CH:3]=[C:4]2[C:8](=[CH:9][C:10]=1Cl)[C:7](=[O:12])[N:6]([CH2:13][C:14]([O:16][CH3:17])=[O:15])[C:5]2=[O:18].[N:19]([O-:21])=[O:20].[K+].Cl.CN(C=[O:28])C. Given the product [OH:28][C:2]1[CH:3]=[C:4]2[C:8](=[CH:9][C:10]=1[N+:19]([O-:21])=[O:20])[C:7](=[O:12])[N:6]([CH2:13][C:14]([O:16][CH3:17])=[O:15])[C:5]2=[O:18], predict the reactants needed to synthesize it. (4) Given the product [NH2:19][CH2:18][CH2:17][O:16][C:11]1[N:10]=[C:9]([C:30]2[CH:35]=[CH:34][C:33]([Cl:36])=[CH:32][C:31]=2[Cl:37])[C:8]([C:5]2[CH:4]=[CH:3][C:2]([Cl:1])=[CH:7][CH:6]=2)=[CH:15][C:12]=1[C:13]#[N:14], predict the reactants needed to synthesize it. The reactants are: [Cl:1][C:2]1[CH:7]=[CH:6][C:5]([C:8]2[C:9]([C:30]3[CH:35]=[CH:34][C:33]([Cl:36])=[CH:32][C:31]=3[Cl:37])=[N:10][C:11]([O:16][CH2:17][CH2:18][N:19]3C(=O)C4C(=CC=CC=4)C3=O)=[C:12]([CH:15]=2)[C:13]#[N:14])=[CH:4][CH:3]=1.C(#N)C.O.NN. (5) Given the product [C:4]([O:3][C:1]([N:8]1[CH2:9][CH2:10][N:11]([CH2:15][C:16](=[O:17])[N:18]([CH3:20])[CH3:19])[CH2:12][CH2:13]1)=[O:2])([CH3:7])([CH3:6])[CH3:5], predict the reactants needed to synthesize it. The reactants are: [C:1]([N:8]1[CH2:13][CH2:12][NH:11][CH2:10][CH2:9]1)([O:3][C:4]([CH3:7])([CH3:6])[CH3:5])=[O:2].Cl[CH2:15][C:16]([N:18]([CH3:20])[CH3:19])=[O:17].C(N(CC)CC)C. (6) Given the product [CH3:22][N:11]([CH2:10][C:2]1[N:3]([CH2:25][C:26]2[CH:31]=[CH:30][N:29]=[CH:28][CH:27]=2)[C:4]2[CH:9]=[CH:8][CH:7]=[CH:6][C:5]=2[N:1]=1)[CH:12]1[C:21]2[N:20]=[CH:19][CH:18]=[CH:17][C:16]=2[CH2:15][CH2:14][CH2:13]1, predict the reactants needed to synthesize it. The reactants are: [NH:1]1[C:5]2[CH:6]=[CH:7][CH:8]=[CH:9][C:4]=2[N:3]=[C:2]1[CH2:10][N:11]([CH3:22])[CH:12]1[C:21]2[N:20]=[CH:19][CH:18]=[CH:17][C:16]=2[CH2:15][CH2:14][CH2:13]1.Cl.Cl[CH2:25][C:26]1[CH:31]=[CH:30][N:29]=[CH:28][CH:27]=1.CN(CC1N(CC2C=NC=CC=2)C2C=CC=CC=2N=1)C1C2N=CC=CC=2CCC1. (7) Given the product [CH3:11][O:10][C:8]([C:7]1[CH:12]=[CH:13][C:4]2[C:3](=[O:22])[C:16]3[C:15]([O:14][C:5]=2[CH:6]=1)=[CH:20][CH:19]=[C:18]([F:21])[CH:17]=3)=[O:9], predict the reactants needed to synthesize it. The reactants are: CO[C:3](=[O:22])[C:4]1[CH:13]=[CH:12][C:7]([C:8]([O:10][CH3:11])=[O:9])=[CH:6][C:5]=1[O:14][C:15]1[CH:20]=[CH:19][C:18]([F:21])=[CH:17][CH:16]=1.COC(=O)C1C=CC(C(OC)=O)=CC=1OC1C=CC=CC=1OC. (8) Given the product [CH3:1][C:2]1[CH:3]=[CH:4][CH:5]=[C:6]2[C:11]=1[N:10]=[C:9]([C:12]1[CH:17]=[CH:16][CH:15]=[CH:14][CH:13]=1)[C:8]([CH2:18][NH:38][C:39]1[CH:40]=[C:41]3[C:46](=[CH:47][CH:48]=1)[N:45]=[CH:44][CH:43]=[N:42]3)=[CH:7]2, predict the reactants needed to synthesize it. The reactants are: [CH3:1][C:2]1[CH:3]=[CH:4][CH:5]=[C:6]2[C:11]=1[N:10]=[C:9]([C:12]1[CH:17]=[CH:16][CH:15]=[CH:14][CH:13]=1)[C:8]([CH:18]=O)=[CH:7]2.C([Sn](Cl)(Cl)CCCC)CCC.C1([SiH3])C=CC=CC=1.[NH2:38][C:39]1[CH:40]=[C:41]2[C:46](=[CH:47][CH:48]=1)[N:45]=[CH:44][CH:43]=[N:42]2. (9) Given the product [Br:13][CH2:12][CH2:11][C:8]1[CH:9]=[CH:10][C:5]([C:3](=[O:4])[C:2]([OH:20])([CH3:15])[CH3:14])=[CH:6][CH:7]=1, predict the reactants needed to synthesize it. The reactants are: Br[C:2]([CH3:15])([CH3:14])[C:3]([C:5]1[CH:10]=[CH:9][C:8]([CH2:11][CH2:12][Br:13])=[CH:7][CH:6]=1)=[O:4].[OH-].[Na+].C([OH:20])C.